The task is: Predict the reaction yield, written as a fraction of the theoretical maximum amount of product (1.0 means a 100% yield; for example, 0.34 means a 34% yield).. This data is from Reaction yield outcomes from USPTO patents with 853,638 reactions. (1) The reactants are C(O[C:6]([N:8]1[CH2:16][C:10]2([O:13][CH2:12][C:11]2([CH3:15])[CH3:14])[CH2:9]1)=O)(C)(C)C.FC(F)(F)C(O)=O.C(N(C(C)C)CC)(C)C.ClC1[CH:39]=[C:38]([NH:40][C:41]2[NH:42][N:43]=[C:44]([CH3:46])[CH:45]=2)[N:37]=[C:36]([S:47][C:48]2[CH:53]=[CH:52][C:51]([NH:54][C:55](=[O:58])[CH2:56][CH3:57])=[CH:50][CH:49]=2)[N:35]=1. The catalyst is C(Cl)Cl.CCCCO.[Cl-].[Na+].O.C(OCC)(=O)C. The product is [CH3:15][C:11]1([CH3:14])[C:10]2([CH2:9][N:8]([C:6]3[CH:39]=[C:38]([NH:40][C:41]4[NH:42][N:43]=[C:44]([CH3:46])[CH:45]=4)[N:37]=[C:36]([S:47][C:48]4[CH:53]=[CH:52][C:51]([NH:54][C:55](=[O:58])[CH2:56][CH3:57])=[CH:50][CH:49]=4)[N:35]=3)[CH2:16]2)[O:13][CH2:12]1. The yield is 0.200. (2) The reactants are C([O:3][CH:4](OCC)[C:5]1[N:9]([CH3:10])[N:8]=[C:7]([CH2:11][CH3:12])[N:6]=1)C.[ClH:16]. No catalyst specified. The product is [OH2:3].[ClH:16].[CH2:11]([C:7]1[N:6]=[C:5]([CH:4]=[O:3])[N:9]([CH3:10])[N:8]=1)[CH3:12]. The yield is 0.590. (3) The reactants are [CH:1]1([CH2:6][CH:7]([C:11]2[CH:16]=[CH:15][C:14]([N+:17]([O-])=O)=[CH:13][CH:12]=2)[C:8]([OH:10])=[O:9])[CH2:5][CH2:4][CH2:3][CH2:2]1.[H][H]. The catalyst is C(OCC)(=O)C.[Pd]. The product is [NH2:17][C:14]1[CH:13]=[CH:12][C:11]([CH:7]([CH2:6][CH:1]2[CH2:5][CH2:4][CH2:3][CH2:2]2)[C:8]([OH:10])=[O:9])=[CH:16][CH:15]=1. The yield is 1.00. (4) The reactants are [C:1]([C:3]1[CH:4]=[C:5]2[C:9](=[CH:10][CH:11]=1)[CH:8]([NH:12][C:13](=[O:16])[CH2:14][CH3:15])[CH2:7][CH2:6]2)#N.C(O)=[O:18]. The catalyst is [Ni]. The product is [CH:1]([C:3]1[CH:4]=[C:5]2[C:9](=[CH:10][CH:11]=1)[CH:8]([NH:12][C:13](=[O:16])[CH2:14][CH3:15])[CH2:7][CH2:6]2)=[O:18]. The yield is 0.800. (5) The reactants are [ClH:1].CN(C)CCCN=C=NCC.ON1C2C=CC=CC=2N=N1.[CH3:23][N:24]1[C:30](=[O:31])[C:29]([CH3:33])([CH3:32])[C:28](=[O:34])[N:27]([CH3:35])[C:26]2[CH:36]=[C:37]([O:40][CH2:41][CH2:42][CH2:43][N:44]([CH2:52][CH2:53][NH:54][CH3:55])[CH2:45][C:46]3[CH:51]=[CH:50][N:49]=[CH:48][CH:47]=3)[CH:38]=[CH:39][C:25]1=2.[C:56](O)(=[O:63])[C:57]1[CH:62]=[CH:61][CH:60]=[CH:59][CH:58]=1. The catalyst is C(OCC)(=O)C.O.CN(C=O)C. The product is [ClH:1].[ClH:1].[CH3:55][N:54]([CH2:53][CH2:52][N:44]([CH2:45][C:46]1[CH:47]=[CH:48][N:49]=[CH:50][CH:51]=1)[CH2:43][CH2:42][CH2:41][O:40][C:37]1[CH:38]=[CH:39][C:25]2[N:24]([CH3:23])[C:30](=[O:31])[C:29]([CH3:32])([CH3:33])[C:28](=[O:34])[N:27]([CH3:35])[C:26]=2[CH:36]=1)[C:56](=[O:63])[C:57]1[CH:62]=[CH:61][CH:60]=[CH:59][CH:58]=1. The yield is 0.400. (6) The catalyst is ClCCl. The product is [Cl:12][C:6]1[CH:7]=[CH:8][CH:9]=[C:10]([Cl:11])[C:5]=1/[N:4]=[C:2](\[NH:41][C:40]1[CH:42]=[CH:43][CH:44]=[C:38]([O:37][CH3:36])[CH:39]=1)/[CH3:1]. The reactants are [CH3:1][C:2]([NH:4][C:5]1[C:10]([Cl:11])=[CH:9][CH:8]=[CH:7][C:6]=1[Cl:12])=O.N1C(C)=CC=CC=1C.S(OS(C(F)(F)F)(=O)=O)(C(F)(F)F)(=O)=O.[CH3:36][O:37][C:38]1[CH:39]=[C:40]([CH:42]=[CH:43][CH:44]=1)[NH2:41].C([O-])(O)=O.[Na+]. The yield is 0.720. (7) The reactants are [CH:1]1([N:7]2[C:12](=[O:13])[C:11]([C:14]([NH:16][CH2:17][C:18]([O:20]CC)=[O:19])=[O:15])=[C:10]([OH:23])[C:9]([C:24](OC)=[O:25])=[C:8]2[OH:28])[CH2:6][CH2:5][CH2:4][CH2:3][CH2:2]1.[NH2:29][CH2:30][C:31]1[CH:36]=[CH:35][N:34]=[CH:33][CH:32]=1. The catalyst is O1CCOCC1.O. The product is [CH:1]1([N:7]2[C:8]([OH:28])=[C:9]([C:24]([NH:29][CH2:30][C:31]3[CH:36]=[CH:35][N:34]=[CH:33][CH:32]=3)=[O:25])[C:10]([OH:23])=[C:11]([C:14]([NH:16][CH2:17][C:18]([OH:20])=[O:19])=[O:15])[C:12]2=[O:13])[CH2:2][CH2:3][CH2:4][CH2:5][CH2:6]1. The yield is 0.360.